This data is from Forward reaction prediction with 1.9M reactions from USPTO patents (1976-2016). The task is: Predict the product of the given reaction. (1) Given the reactants [Br:1][C:2]1[CH:7]=[CH:6][C:5]([C:8]2([C:11]([OH:13])=O)[CH2:10][CH2:9]2)=[CH:4][CH:3]=1.S(Cl)(Cl)=O.[CH3:18][S:19]([NH2:22])(=[O:21])=[O:20].C(N(CC)CC)C, predict the reaction product. The product is: [Br:1][C:2]1[CH:7]=[CH:6][C:5]([C:8]2([C:11]([NH:22][S:19]([CH3:18])(=[O:21])=[O:20])=[O:13])[CH2:10][CH2:9]2)=[CH:4][CH:3]=1. (2) Given the reactants [NH2:1][C:2]1[C:7]([CH2:8][OH:9])=[C:6]([CH:10]([NH:18][C:19](=[O:25])[O:20][C:21]([CH3:24])([CH3:23])[CH3:22])[CH2:11][C:12]2[CH:17]=[CH:16][CH:15]=[CH:14][CH:13]=2)[CH:5]=[C:4]([C:26]2[CH:31]=[CH:30][CH:29]=[CH:28][C:27]=2[O:32][CH2:33][C:34]2[CH:39]=[CH:38][CH:37]=[CH:36][CH:35]=2)[N:3]=1.C(N(CC)CC)C.Cl[C:48](Cl)([O:50]C(=O)OC(Cl)(Cl)Cl)Cl, predict the reaction product. The product is: [CH2:33]([O:32][C:27]1[CH:28]=[CH:29][CH:30]=[CH:31][C:26]=1[C:4]1[CH:5]=[C:6]([CH:10]([NH:18][C:19](=[O:25])[O:20][C:21]([CH3:23])([CH3:24])[CH3:22])[CH2:11][C:12]2[CH:13]=[CH:14][CH:15]=[CH:16][CH:17]=2)[C:7]2[CH2:8][O:9][C:48](=[O:50])[NH:1][C:2]=2[N:3]=1)[C:34]1[CH:39]=[CH:38][CH:37]=[CH:36][CH:35]=1. (3) Given the reactants [Cl:1][C:2]1[CH:3]=[C:4](N)[CH:5]=[CH:6][C:7]=1[S:8][C:9]1[N:10]([CH3:16])[C:11]([CH3:15])=[C:12]([CH3:14])[N:13]=1.Cl[C:19]1[C:28]2[C:23](=[CH:24][C:25]([F:31])=[C:26]([O:29][CH3:30])[CH:27]=2)[N:22]=[CH:21][C:20]=1[C:32]#[N:33].Cl.[N:35]1C=CC=CC=1, predict the reaction product. The product is: [Cl:1][C:2]1[CH:3]=[C:4]([C:19]2[C:28]3[C:23](=[CH:24][C:25]([F:31])=[C:26]([O:29][CH3:30])[CH:27]=3)[N:22]=[C:21]([NH2:35])[C:20]=2[C:32]#[N:33])[CH:5]=[CH:6][C:7]=1[S:8][C:9]1[N:10]([CH3:16])[C:11]([CH3:15])=[C:12]([CH3:14])[N:13]=1. (4) Given the reactants [CH3:1][N:2]([CH3:24])[S:3]([N:6]1[CH:10]=[CH:9][N:8]=[C:7]1[Sn](CCCC)(CCCC)CCCC)(=[O:5])=[O:4].C1(C)C(C([O:33][C@@H:34]2[C@@H:38]([CH2:39][O:40]C(C3C(C)=CC=CC=3)=O)[O:37][C@@H:36]([N:50]3[C:54]4=[N:55][CH:56]=[CH:57][C:58](I)=[C:53]4[CH:52]=[CH:51]3)[CH2:35]2)=O)=CC=CC=1.[Cl-].[Li+], predict the reaction product. The product is: [C@@H:36]1([N:50]2[C:54]3=[N:55][CH:56]=[CH:57][C:58]([C:7]4[N:6]([S:3]([N:2]([CH3:1])[CH3:24])(=[O:4])=[O:5])[CH:10]=[CH:9][N:8]=4)=[C:53]3[CH:52]=[CH:51]2)[O:37][C@H:38]([CH2:39][OH:40])[C@@H:34]([OH:33])[CH2:35]1. (5) Given the reactants [F:1][C:2]1[CH:3]=[C:4]([OH:8])[CH:5]=[CH:6][CH:7]=1.[Cl-].[Mg+2].[Cl-].C(N(CC)CC)C.[CH2:19]=[O:20].Cl, predict the reaction product. The product is: [OH:8][C:4]1[CH:3]=[C:2]([F:1])[CH:7]=[CH:6][C:5]=1[CH:19]=[O:20]. (6) Given the reactants Cl[C:2]1[C:3]2[CH:10]=[CH:9][NH:8][C:4]=2[N:5]=[N:6][CH:7]=1.[C:11]1(B(O)O)[CH:16]=[CH:15][CH:14]=[CH:13][CH:12]=1.C(=O)([O-])[O-].[K+].[K+].O, predict the reaction product. The product is: [C:11]1([C:2]2[C:3]3[CH:10]=[CH:9][NH:8][C:4]=3[N:5]=[N:6][CH:7]=2)[CH:16]=[CH:15][CH:14]=[CH:13][CH:12]=1. (7) Given the reactants [Cl:1][C:2]1[CH:3]=[C:4]([N:9]2[CH:13]=[CH:12][C:11]([NH2:14])=[N:10]2)[CH:5]=[CH:6][C:7]=1[Cl:8].C(N(CC)CC)C.[Cl:22][CH2:23][C:24](Cl)=[O:25].O, predict the reaction product. The product is: [Cl:22][CH2:23][C:24]([NH:14][C:11]1[CH:12]=[CH:13][N:9]([C:4]2[CH:5]=[CH:6][C:7]([Cl:8])=[C:2]([Cl:1])[CH:3]=2)[N:10]=1)=[O:25].